From a dataset of CYP1A2 inhibition data for predicting drug metabolism from PubChem BioAssay. Regression/Classification. Given a drug SMILES string, predict its absorption, distribution, metabolism, or excretion properties. Task type varies by dataset: regression for continuous measurements (e.g., permeability, clearance, half-life) or binary classification for categorical outcomes (e.g., BBB penetration, CYP inhibition). Dataset: cyp1a2_veith. The compound is CCCCCCCCOC1OC(CO)C(O)C(O)C1NC(C)=O. The result is 0 (non-inhibitor).